This data is from Reaction yield outcomes from USPTO patents with 853,638 reactions. The task is: Predict the reaction yield, written as a fraction of the theoretical maximum amount of product (1.0 means a 100% yield; for example, 0.34 means a 34% yield). (1) The catalyst is C(O)C. The product is [C:1]([O:9][CH2:10][C@@H:11]1[C:15]([O:17][C:18](=[O:20])[CH3:19])([CH3:16])[C@:14]([F:22])([CH3:21])[CH:13]([N:23]2[CH:31]=[N:30][C:29]3[C:24]2=[N:25][CH:26]=[N:27][C:28]=3[NH:37][CH2:33][CH:34]([CH3:36])[CH3:35])[O:12]1)(=[O:8])[C:2]1[CH:7]=[CH:6][CH:5]=[CH:4][CH:3]=1. The yield is 0.416. The reactants are [C:1]([O:9][CH2:10][C@@H:11]1[C:15]([O:17][C:18](=[O:20])[CH3:19])([CH3:16])[C@:14]([F:22])([CH3:21])[CH:13]([N:23]2[CH:31]=[N:30][C:29]3[C:24]2=[N:25][CH:26]=[N:27][C:28]=3Cl)[O:12]1)(=[O:8])[C:2]1[CH:7]=[CH:6][CH:5]=[CH:4][CH:3]=1.[CH2:33]([NH2:37])[CH:34]([CH3:36])[CH3:35].O. (2) The reactants are [CH:1]([C:4]1[CH:9]=[CH:8][C:7]([C:10]2[C:14]3[C:15]([CH3:32])=[C:16]([N:21]4[C:29](=O)[C:28]5[C:23](=[CH:24][CH:25]=[CH:26][CH:27]=5)[C:22]4=O)[C:17]([CH3:20])=[C:18]([CH3:19])[C:13]=3[O:12][C:11]=2[CH3:33])=[CH:6][CH:5]=1)([CH3:3])[CH3:2]. The catalyst is C(O)C. The product is [CH:1]([C:4]1[CH:9]=[CH:8][C:7]([C:10]2[C:14]3[C:15]([CH3:32])=[C:16]([N:21]4[CH2:22][C:23]5[C:28](=[CH:27][CH:26]=[CH:25][CH:24]=5)[CH2:29]4)[C:17]([CH3:20])=[C:18]([CH3:19])[C:13]=3[O:12][C:11]=2[CH3:33])=[CH:6][CH:5]=1)([CH3:3])[CH3:2]. The yield is 0.700. (3) The reactants are [CH3:1][O:2][C:3]([C:5]1[S:9][C:8]2[CH:10]=[C:11](Cl)[CH:12]=[CH:13][C:7]=2[C:6]=1[O:15][CH2:16][C:17]([O:19][C:20]([CH3:23])([CH3:22])[CH3:21])=[O:18])=[O:4].[C:24]([C:26]1[CH:31]=[CH:30][C:29](B(O)O)=[CH:28][CH:27]=1)#[N:25].[F-].[K+]. No catalyst specified. The product is [CH3:1][O:2][C:3]([C:5]1[S:9][C:8]2[CH:10]=[C:11]([C:29]3[CH:30]=[CH:31][C:26]([C:24]#[N:25])=[CH:27][CH:28]=3)[CH:12]=[CH:13][C:7]=2[C:6]=1[O:15][CH2:16][C:17]([O:19][C:20]([CH3:23])([CH3:22])[CH3:21])=[O:18])=[O:4]. The yield is 0.760. (4) The reactants are [Br:1][C:2]1[C:3](=[O:10])[N:4]([CH3:9])[CH:5]=[C:6](I)[CH:7]=1.[C:11]([O:14][CH2:15][C:16]1[C:17]([N:25]2[CH2:36][CH2:35][N:34]3[C:27](=[CH:28][C:29]4[CH2:30][C:31]([CH3:38])([CH3:37])[CH2:32][C:33]=43)[C:26]2=[O:39])=[N:18][CH:19]=[CH:20][C:21]=1B(O)O)(=[O:13])[CH3:12].[O-]P([O-])([O-])=O.[K+].[K+].[K+].C([O-])(=O)C.[Na+]. The catalyst is C1C=CC(P(C2C=CC=CC=2)[C-]2C=CC=C2)=CC=1.C1C=CC(P(C2C=CC=CC=2)[C-]2C=CC=C2)=CC=1.Cl[Pd]Cl.[Fe+2].O.C(#N)C. The product is [C:11]([O:14][CH2:15][C:16]1[C:17]([N:25]2[CH2:36][CH2:35][N:34]3[C:27](=[CH:28][C:29]4[CH2:30][C:31]([CH3:38])([CH3:37])[CH2:32][C:33]=43)[C:26]2=[O:39])=[N:18][CH:19]=[CH:20][C:21]=1[C:6]1[CH:7]=[C:2]([Br:1])[C:3](=[O:10])[N:4]([CH3:9])[CH:5]=1)(=[O:13])[CH3:12]. The yield is 0.220. (5) The reactants are [F:1][C:2]([F:18])([F:17])[O:3][C:4]1[CH:16]=[CH:15][C:7]([O:8][CH2:9][C:10]([O:12]CC)=[O:11])=[CH:6][CH:5]=1.[Li+].[OH-].Cl. The catalyst is C1COCC1.O. The product is [F:1][C:2]([F:17])([F:18])[O:3][C:4]1[CH:5]=[CH:6][C:7]([O:8][CH2:9][C:10]([OH:12])=[O:11])=[CH:15][CH:16]=1. The yield is 0.960. (6) The yield is 0.230. The reactants are [CH3:1][O:2][C:3]1[CH:4]=[C:5]([CH:7]=[CH:8][C:9]=1[C:10]1[O:14][CH:13]=[N:12][CH:11]=1)[NH2:6].[CH:15](=O)/[CH:16]=[CH:17]/[C:18]1[CH:23]=[CH:22][CH:21]=[CH:20][CH:19]=1. No catalyst specified. The product is [C:18]1([CH:17]=[CH:16][CH:15]=[N:6][C:5]2[CH:7]=[CH:8][C:9]([C:10]3[O:14][CH:13]=[N:12][CH:11]=3)=[C:3]([O:2][CH3:1])[CH:4]=2)[CH:23]=[CH:22][CH:21]=[CH:20][CH:19]=1. (7) The reactants are [NH2:1][C:2]1[CH:7]=[CH:6][CH:5]=[C:4]([Cl:8])[C:3]=1[CH:9]([OH:12])[CH2:10][CH3:11].[C:13](OCC)(=[O:15])C. No catalyst specified. The product is [Cl:8][C:4]1[C:3]2[CH:9]([CH2:10][CH3:11])[O:12][C:13](=[O:15])[NH:1][C:2]=2[CH:7]=[CH:6][CH:5]=1. The yield is 0.730.